Dataset: Full USPTO retrosynthesis dataset with 1.9M reactions from patents (1976-2016). Task: Predict the reactants needed to synthesize the given product. Given the product [C:1]([NH:6][C@H:7]([C:29]([NH:41][CH2:40][CH2:39][S:38][C:33](=[O:37])[CH:34]([CH3:36])[CH3:35])=[O:31])[CH2:8][S:9][C:10]([C:23]1[CH:28]=[CH:27][CH:26]=[CH:25][CH:24]=1)([C:17]1[CH:18]=[CH:19][CH:20]=[CH:21][CH:22]=1)[C:11]1[CH:12]=[CH:13][CH:14]=[CH:15][CH:16]=1)(=[O:5])[CH:2]([CH3:4])[CH3:3], predict the reactants needed to synthesize it. The reactants are: [C:1]([NH:6][C@H:7]([C:29]([OH:31])=O)[CH2:8][S:9][C:10]([C:23]1[CH:28]=[CH:27][CH:26]=[CH:25][CH:24]=1)([C:17]1[CH:22]=[CH:21][CH:20]=[CH:19][CH:18]=1)[C:11]1[CH:16]=[CH:15][CH:14]=[CH:13][CH:12]=1)(=[O:5])[CH:2]([CH3:4])[CH3:3].Cl.[C:33]([S:38][CH2:39][CH2:40][NH2:41])(=[O:37])[CH:34]([CH3:36])[CH3:35].